From a dataset of NCI-60 drug combinations with 297,098 pairs across 59 cell lines. Regression. Given two drug SMILES strings and cell line genomic features, predict the synergy score measuring deviation from expected non-interaction effect. (1) Drug 1: C1CC(=O)NC(=O)C1N2CC3=C(C2=O)C=CC=C3N. Drug 2: CC(C)NC(=O)C1=CC=C(C=C1)CNNC.Cl. Cell line: HS 578T. Synergy scores: CSS=-3.20, Synergy_ZIP=2.09, Synergy_Bliss=2.79, Synergy_Loewe=0.525, Synergy_HSA=-0.840. (2) Drug 1: C1C(C(OC1N2C=C(C(=O)NC2=O)F)CO)O. Drug 2: N.N.Cl[Pt+2]Cl. Cell line: UACC62. Synergy scores: CSS=44.1, Synergy_ZIP=-6.71, Synergy_Bliss=-6.19, Synergy_Loewe=-5.46, Synergy_HSA=-2.82. (3) Drug 1: CN1CCC(CC1)COC2=C(C=C3C(=C2)N=CN=C3NC4=C(C=C(C=C4)Br)F)OC. Cell line: HOP-92. Synergy scores: CSS=6.67, Synergy_ZIP=-4.78, Synergy_Bliss=-6.35, Synergy_Loewe=-29.9, Synergy_HSA=-5.89. Drug 2: C(=O)(N)NO. (4) Drug 1: CC12CCC3C(C1CCC2=O)CC(=C)C4=CC(=O)C=CC34C. Drug 2: CC1=C2C(C(=O)C3(C(CC4C(C3C(C(C2(C)C)(CC1OC(=O)C(C(C5=CC=CC=C5)NC(=O)OC(C)(C)C)O)O)OC(=O)C6=CC=CC=C6)(CO4)OC(=O)C)O)C)O. Cell line: RPMI-8226. Synergy scores: CSS=62.8, Synergy_ZIP=-2.91, Synergy_Bliss=-3.71, Synergy_Loewe=-28.4, Synergy_HSA=-3.78. (5) Drug 1: C1CN(CCN1C(=O)CCBr)C(=O)CCBr. Drug 2: C1=NNC2=C1C(=O)NC=N2. Synergy scores: CSS=22.0, Synergy_ZIP=2.25, Synergy_Bliss=2.83, Synergy_Loewe=-0.472, Synergy_HSA=1.46. Cell line: SNB-75. (6) Drug 1: C1CCC(C1)C(CC#N)N2C=C(C=N2)C3=C4C=CNC4=NC=N3. Synergy scores: CSS=4.75, Synergy_ZIP=-0.437, Synergy_Bliss=0.285, Synergy_Loewe=-6.39, Synergy_HSA=-5.38. Cell line: SK-MEL-2. Drug 2: C1=CC(=CC=C1CCCC(=O)O)N(CCCl)CCCl. (7) Drug 1: CC12CCC(CC1=CCC3C2CCC4(C3CC=C4C5=CN=CC=C5)C)O. Drug 2: CC1C(C(CC(O1)OC2CC(CC3=C2C(=C4C(=C3O)C(=O)C5=CC=CC=C5C4=O)O)(C(=O)C)O)N)O. Cell line: ACHN. Synergy scores: CSS=56.6, Synergy_ZIP=3.94, Synergy_Bliss=4.83, Synergy_Loewe=-41.0, Synergy_HSA=4.91. (8) Drug 1: CC1=CC2C(CCC3(C2CCC3(C(=O)C)OC(=O)C)C)C4(C1=CC(=O)CC4)C. Drug 2: CCC1(C2=C(COC1=O)C(=O)N3CC4=CC5=C(C=CC(=C5CN(C)C)O)N=C4C3=C2)O.Cl. Cell line: SF-268. Synergy scores: CSS=10.0, Synergy_ZIP=2.53, Synergy_Bliss=2.31, Synergy_Loewe=-41.9, Synergy_HSA=-1.44. (9) Drug 1: C1C(C(OC1N2C=NC3=C2NC=NCC3O)CO)O. Drug 2: C1CCC(C(C1)N)N.C(=O)(C(=O)[O-])[O-].[Pt+4]. Cell line: DU-145. Synergy scores: CSS=23.1, Synergy_ZIP=6.80, Synergy_Bliss=13.2, Synergy_Loewe=11.0, Synergy_HSA=11.4. (10) Drug 1: C1=CC(=CC=C1CCC2=CNC3=C2C(=O)NC(=N3)N)C(=O)NC(CCC(=O)O)C(=O)O. Drug 2: C1CNP(=O)(OC1)N(CCCl)CCCl. Cell line: MCF7. Synergy scores: CSS=29.7, Synergy_ZIP=-0.113, Synergy_Bliss=-1.21, Synergy_Loewe=-12.4, Synergy_HSA=-1.93.